Dataset: Experimentally validated miRNA-target interactions with 360,000+ pairs, plus equal number of negative samples. Task: Binary Classification. Given a miRNA mature sequence and a target amino acid sequence, predict their likelihood of interaction. The miRNA is hsa-miR-6792-3p with sequence CUCCUCCACAGCCCCUGCUCAU. The protein sequence of the target gene is MHAHCLPFLLHAWWALLQAGAATVATALLRTRGQPSSPSPLAYMLSLYRDPLPRADIIRSLQAEDVAVDGQNWTFAFDFSFLSQQEDLAWAELRLQLSSPVDLPTEGSLAIEIFHQPKPDTEQASDSCLERFQMDLFTVTLSQVTFSLGSMVLEVTRPLSKWLKHPGALEKQMSRVAGECWPRPPTPPATNVLLMLYSNLSQEQRQLGGSTLLWEAESSWRAQEGQLSWEWGKRHRRHHLPDRSQLCRKVKFQVDFNLIGWGSWIIYPKQYNAYRCEGECPNPVGEEFHPTNHAYIQSLL.... Result: 1 (interaction).